From a dataset of Full USPTO retrosynthesis dataset with 1.9M reactions from patents (1976-2016). Predict the reactants needed to synthesize the given product. (1) Given the product [CH3:8][C:6]1([CH3:7])[C:2]([CH3:16])([CH3:1])[O:3][B:4]([C:9]2[CH:14]=[CH:13][CH:12]=[CH:11][C:10]=2[O:15][CH2:18][C:19]([O:21][CH3:22])=[O:20])[O:5]1, predict the reactants needed to synthesize it. The reactants are: [CH3:1][C:2]1([CH3:16])[C:6]([CH3:8])([CH3:7])[O:5][B:4]([C:9]2[CH:14]=[CH:13][CH:12]=[CH:11][C:10]=2[OH:15])[O:3]1.Br[CH2:18][C:19]([O:21][CH3:22])=[O:20].C([O-])([O-])=O.[K+].[K+]. (2) Given the product [Br:6][C:7]1[N:15]2[C:10]([C:11]([Cl:3])=[N:12][C:13]([Cl:18])=[N:14]2)=[N:9][CH:8]=1, predict the reactants needed to synthesize it. The reactants are: P(Cl)(Cl)([Cl:3])=O.[Br:6][C:7]1[N:15]2[C:10]([C:11](=O)[NH:12][C:13](=O)[NH:14]2)=[N:9][CH:8]=1.[ClH:18].C(N(CC)CC)C. (3) Given the product [CH:25]1([O:24][C:22]([O:21][CH:19]([O:18][C:16]([C:12]2[C:11]3[N:7]([CH2:6][C:5]4[CH:34]=[CH:35][C:2]([C:37]5[CH:38]=[CH:39][CH:40]=[CH:41][C:36]=5[C:57]#[N:61])=[CH:3][CH:4]=4)[C:8]([O:31][CH2:32][CH3:33])=[N:9][C:10]=3[CH:15]=[CH:14][CH:13]=2)=[O:17])[CH3:20])=[O:23])[CH2:30][CH2:29][CH2:28][CH2:27][CH2:26]1, predict the reactants needed to synthesize it. The reactants are: Br[C:2]1[CH:35]=[CH:34][C:5]([CH2:6][N:7]2[C:11]3[C:12]([C:16]([O:18][CH:19]([O:21][C:22]([O:24][CH:25]4[CH2:30][CH2:29][CH2:28][CH2:27][CH2:26]4)=[O:23])[CH3:20])=[O:17])=[CH:13][CH:14]=[CH:15][C:10]=3[N:9]=[C:8]2[O:31][CH2:32][CH3:33])=[CH:4][CH:3]=1.[C:36]1([CH3:57])[CH:41]=[CH:40][CH:39]=[CH:38][C:37]=1P([C:37]1[CH:38]=[CH:39][CH:40]=[CH:41][C:36]=1[CH3:57])[C:37]1[CH:38]=[CH:39][CH:40]=[CH:41][C:36]=1[CH3:57].C([N:61](C(C)C)CC)(C)C. (4) Given the product [C:1]([C:4]1[C:29](=[O:30])[C@@:8]2([CH3:31])[C:9]3[C:15]([O:16][CH2:35][CH2:36][CH3:37])=[CH:14][C:13]([O:17][CH3:18])=[C:12]([C:19]([O:21][CH2:22][C:23]4[CH:24]=[CH:25][CH:26]=[CH:27][CH:28]=4)=[O:20])[C:10]=3[O:11][C:7]2=[CH:6][C:5]=1[OH:32])(=[O:3])[CH3:2], predict the reactants needed to synthesize it. The reactants are: [C:1]([C:4]1[C:29](=[O:30])[C@@:8]2([CH3:31])[C:9]3[C:15]([OH:16])=[CH:14][C:13]([O:17][CH3:18])=[C:12]([C:19]([O:21][CH2:22][C:23]4[CH:28]=[CH:27][CH:26]=[CH:25][CH:24]=4)=[O:20])[C:10]=3[O:11][C:7]2=[CH:6][C:5]=1[OH:32])(=[O:3])[CH3:2].[H-].[Na+].[CH2:35](I)[CH2:36][CH3:37].Cl.